From a dataset of hERG Central: cardiac toxicity at 1µM, 10µM, and general inhibition. Predict hERG channel inhibition at various concentrations. (1) The molecule is COc1ccccc1/C=C/CN1CCC(Oc2cc(C(=O)NC3CC3)ccc2OC)CC1. Results: hERG_inhib (hERG inhibition (general)): blocker. (2) The molecule is CCCCOC(=O)Cn1c(=N)n(CCN(CC)CC)c2ccccc21. Results: hERG_inhib (hERG inhibition (general)): blocker. (3) Results: hERG_inhib (hERG inhibition (general)): blocker. The compound is Clc1ccc(SCCOCCN2CCCCC2)cc1.O=C(O)C(=O)O. (4) The compound is CCSc1sccc1C1C(C#N)=C(N)N(c2cccnc2)C2=C1C(=O)CC(C)(C)C2. Results: hERG_inhib (hERG inhibition (general)): blocker.